Dataset: Peptide-MHC class II binding affinity with 134,281 pairs from IEDB. Task: Regression. Given a peptide amino acid sequence and an MHC pseudo amino acid sequence, predict their binding affinity value. This is MHC class II binding data. (1) The peptide sequence is HVDLMVGAATVCSALYIGDL. The MHC is DRB1_0405 with pseudo-sequence DRB1_0405. The binding affinity (normalized) is 0.519. (2) The peptide sequence is GDGKISLSELTDALR. The MHC is HLA-DQA10101-DQB10501 with pseudo-sequence HLA-DQA10101-DQB10501. The binding affinity (normalized) is 0.0690. (3) The peptide sequence is PVGDIYKRWIILGLNKIV. The MHC is DRB1_0101 with pseudo-sequence DRB1_0101. The binding affinity (normalized) is 0.578. (4) The peptide sequence is QAGGKLCPNNLCCSQ. The MHC is DRB1_0701 with pseudo-sequence DRB1_0701. The binding affinity (normalized) is 0.215.